This data is from Full USPTO retrosynthesis dataset with 1.9M reactions from patents (1976-2016). The task is: Predict the reactants needed to synthesize the given product. (1) Given the product [Cl:1][C:2]1[CH:3]=[C:4]([NH:5][CH:11]([C:12]([OH:14])=[O:13])[CH3:15])[CH:6]=[C:7]([Cl:9])[CH:8]=1, predict the reactants needed to synthesize it. The reactants are: [Cl:1][C:2]1[CH:3]=[C:4]([CH:6]=[C:7]([Cl:9])[CH:8]=1)[NH2:5].Cl[CH:11]([CH3:15])[C:12]([OH:14])=[O:13]. (2) Given the product [C:15]1([CH3:14])[CH:20]=[CH:19][C:18](/[C:21](/[CH3:22])=[CH:3]/[C:1]#[N:2])=[CH:17][CH:16]=1, predict the reactants needed to synthesize it. The reactants are: [C:1]([CH2:3]P(=O)(OCC)OCC)#[N:2].[H-].[Na+].[CH3:14][C:15]1[CH:20]=[CH:19][C:18]([C:21](=O)[CH3:22])=[CH:17][CH:16]=1. (3) Given the product [Cl:1][C:2]1[CH:3]=[C:4]2[C:8](=[CH:9][CH:10]=1)[N:7]([CH3:11])[C:6]([C:12]([NH:35][CH2:34][C:30]1[CH:29]=[C:28]([CH:33]=[CH:32][CH:31]=1)[O:27][C:24]1[CH:25]=[CH:26][C:21]([CH2:20][CH2:19][C:18]([OH:37])=[O:17])=[C:22]([CH3:36])[CH:23]=1)=[O:14])=[C:5]2[CH3:15], predict the reactants needed to synthesize it. The reactants are: [Cl:1][C:2]1[CH:3]=[C:4]2[C:8](=[CH:9][CH:10]=1)[N:7]([CH3:11])[C:6]([C:12]([OH:14])=O)=[C:5]2[CH3:15].C[O:17][C:18](=[O:37])[CH2:19][CH2:20][C:21]1[CH:26]=[CH:25][C:24]([O:27][C:28]2[CH:33]=[CH:32][CH:31]=[C:30]([CH2:34][NH2:35])[CH:29]=2)=[CH:23][C:22]=1[CH3:36].